Dataset: Full USPTO retrosynthesis dataset with 1.9M reactions from patents (1976-2016). Task: Predict the reactants needed to synthesize the given product. Given the product [C:29]([C:16]1[C:15](=[O:31])[O:14][C:12]2[C:6]([C:17]=1[C:18]1[CH:23]=[C:22]([O:24][CH3:25])[C:21]([O:26][CH3:27])=[C:20]([Br:28])[CH:19]=1)=[CH:7][CH:8]=[C:3]([O:2][CH3:1])[CH:13]=2)#[N:30], predict the reactants needed to synthesize it. The reactants are: [CH3:1][O:2][C:3]1C=C(O)[CH:6]=[CH:7][CH:8]=1.[H-].[Na+].[CH2:12]([O:14][C:15](=[O:31])[C:16]([C:29]#[N:30])=[CH:17][C:18]1[CH:23]=[C:22]([O:24][CH3:25])[C:21]([O:26][CH3:27])=[C:20]([Br:28])[CH:19]=1)[CH3:13].